This data is from Catalyst prediction with 721,799 reactions and 888 catalyst types from USPTO. The task is: Predict which catalyst facilitates the given reaction. (1) Reactant: [Br-:1].[Br-].[Br-].C1([N+](C)(C)C)C=CC=CC=1.C1([N+](C)(C)C)C=CC=CC=1.C1([N+](C)(C)C)C=CC=CC=1.[Cl:34][C:35]1[CH:36]=[CH:37][C:38]([O:51][CH2:52][CH:53]([CH3:55])[CH3:54])=[C:39]([CH2:41][N:42]2[C:46]([CH3:47])=[CH:45][C:44]([C:48](=[O:50])[CH3:49])=[N:43]2)[CH:40]=1. Product: [Br:1][CH2:49][C:48]([C:44]1[CH:45]=[C:46]([CH3:47])[N:42]([CH2:41][C:39]2[CH:40]=[C:35]([Cl:34])[CH:36]=[CH:37][C:38]=2[O:51][CH2:52][CH:53]([CH3:55])[CH3:54])[N:43]=1)=[O:50]. The catalyst class is: 7. (2) Reactant: [F:1][C:2]1[CH:7]=[C:6]([S:8]([CH3:11])(=[O:10])=[O:9])[C:5]([F:12])=[CH:4][C:3]=1[NH:13][C@H:14]1[CH2:18][CH2:17][N:16]([CH:19]2[CH2:24][CH2:23][NH:22][CH2:21][CH2:20]2)[C:15]1=[O:25].CCN(C(C)C)C(C)C.[Cl:35][C:36]1[CH:41]=[N:40][C:39](Cl)=[CH:38][N:37]=1.CCOCC. Product: [Cl:35][C:36]1[N:37]=[CH:38][C:39]([N:22]2[CH2:23][CH2:24][CH:19]([N:16]3[CH2:17][CH2:18][C@H:14]([NH:13][C:3]4[CH:4]=[C:5]([F:12])[C:6]([S:8]([CH3:11])(=[O:10])=[O:9])=[CH:7][C:2]=4[F:1])[C:15]3=[O:25])[CH2:20][CH2:21]2)=[N:40][CH:41]=1. The catalyst class is: 163. (3) Reactant: [CH3:1][C:2]1([CH3:23])[O:6][C@@H:5]2[C@@H:7]([CH2:20][NH:21][CH3:22])[O:8][C@@H:9]([N:10]3[CH:18]=[N:17][C:16]4[C:11]3=[N:12][CH:13]=[N:14][C:15]=4[NH2:19])[C@@H:4]2[O:3]1.[C:24]([C:28]1[CH:33]=[CH:32][C:31]([NH:34][C:35]([NH:37][C@H:38]([CH2:40][CH:41]=O)[CH3:39])=[O:36])=[CH:30][CH:29]=1)([CH3:27])([CH3:26])[CH3:25].[BH-](OC(C)=O)(OC(C)=O)OC(C)=O.[Na+].C([O-])(O)=O.[Na+]. Product: [NH2:19][C:15]1[N:14]=[CH:13][N:12]=[C:11]2[C:16]=1[N:17]=[CH:18][N:10]2[C@H:9]1[C@H:4]2[C@H:5]([O:6][C:2]([CH3:1])([CH3:23])[O:3]2)[C@@H:7]([CH2:20][N:21]([CH3:22])[CH2:41][CH2:40][C@@H:38]([NH:37][C:35]([NH:34][C:31]2[CH:30]=[CH:29][C:28]([C:24]([CH3:25])([CH3:26])[CH3:27])=[CH:33][CH:32]=2)=[O:36])[CH3:39])[O:8]1. The catalyst class is: 26. (4) Reactant: [OH:1][C:2]1[C:7]2[C@@:8]3([OH:45])[C@@:21]([O:25][CH3:26])([C@H:22]([OH:24])[CH2:23][C:6]=2[CH:5]=[C:4]([CH3:46])[C:3]=1[C:47]([O:49][CH3:50])=[O:48])[C:20](=[O:27])[C:19]1[C:10](=[CH:11][C:12]2[C:13](=[O:43])[C:14]([NH:30][C@@H:31]4[C@H:36]([O:37][CH3:38])[C@H:35]([OH:39])[C@@H:34]([O:40][CH3:41])[C@H:33]([CH3:42])[O:32]4)=[CH:15][C:16](=[NH:29])[C:17]=2[C:18]=1[OH:28])[C:9]3=[O:44].[Br-].[CH2:52]([O:54][C:55](=[O:59])[CH2:56][CH2:57][Zn+])[CH3:53]. Product: [CH2:52]([O:54][C:55](=[O:59])[CH2:56][CH2:57][C:13]1([OH:43])[C:12]2[CH:11]=[C:10]3[C:19]([C:20](=[O:27])[C@@:21]4([O:25][CH3:26])[C@@:8]([OH:45])([C:9]3=[O:44])[C:7]3[C:2]([OH:1])=[C:3]([C:47]([O:49][CH3:50])=[O:48])[C:4]([CH3:46])=[CH:5][C:6]=3[CH2:23][C@H:22]4[OH:24])=[C:18]([OH:28])[C:17]=2[C:16](=[NH:29])[CH:15]=[C:14]1[NH:30][C@@H:31]1[C@H:36]([O:37][CH3:38])[C@H:35]([OH:39])[C@@H:34]([O:40][CH3:41])[C@H:33]([CH3:42])[O:32]1)[CH3:53]. The catalyst class is: 1. (5) Reactant: Cl[C:2]1[C:11]2[C:6](=[CH:7][C:8]([O:14][CH3:15])=[C:9]([O:12][CH3:13])[CH:10]=2)[N:5]=[CH:4][N:3]=1.[Br:16][C:17]1[CH:24]=[CH:23][C:20]([CH:21]=[O:22])=[CH:19][CH:18]=1.[I-].C[N+]1C=CN(C)C=1.[H-].[Na+]. Product: [Br:16][C:17]1[CH:24]=[CH:23][C:20]([C:21]([C:2]2[C:11]3[C:6](=[CH:7][C:8]([O:14][CH3:15])=[C:9]([O:12][CH3:13])[CH:10]=3)[N:5]=[CH:4][N:3]=2)=[O:22])=[CH:19][CH:18]=1. The catalyst class is: 872. (6) Reactant: [O:1]=[C:2]([O:24][C:25]1[CH:30]=[CH:29][C:28]([O:31][CH2:32][CH2:33][O:34][CH2:35][CH2:36][O:37][CH2:38][CH2:39][O:40][CH2:41][CH2:42][CH2:43][CH2:44][CH2:45][CH2:46][CH2:47][CH2:48][CH2:49][CH2:50][CH2:51][S:52][C:53](=[O:55])[CH3:54])=[CH:27][CH:26]=1)[NH:3][CH2:4][CH2:5][O:6][CH2:7][CH2:8][O:9][CH2:10][CH2:11][O:12][CH2:13][CH2:14][O:15][CH2:16][C:17]([O:19]C(C)(C)C)=[O:18]. Product: [O:1]=[C:2]([O:24][C:25]1[CH:30]=[CH:29][C:28]([O:31][CH2:32][CH2:33][O:34][CH2:35][CH2:36][O:37][CH2:38][CH2:39][O:40][CH2:41][CH2:42][CH2:43][CH2:44][CH2:45][CH2:46][CH2:47][CH2:48][CH2:49][CH2:50][CH2:51][S:52][C:53](=[O:55])[CH3:54])=[CH:27][CH:26]=1)[NH:3][CH2:4][CH2:5][O:6][CH2:7][CH2:8][O:9][CH2:10][CH2:11][O:12][CH2:13][CH2:14][O:15][CH2:16][C:17]([OH:19])=[O:18]. The catalyst class is: 281. (7) Reactant: [Cr](O[Cr]([O-])(=O)=O)([O-])(=O)=O.[K+].[K+].[CH2:12]([C:14]1[CH:20]=[CH:19][CH:18]=[C:17]([CH2:21][CH3:22])[C:15]=1N)[CH3:13].S(=O)(=O)(O)[OH:24].S(S([O-])=O)([O-])=O.[Na+].[Na+].[OH2:36]. Product: [CH2:12]([C:14]1[CH:20]=[C:19]([OH:36])[CH:18]=[C:17]([CH2:21][CH3:22])[C:15]=1[OH:24])[CH3:13]. The catalyst class is: 13. (8) Reactant: FC(F)(F)C1C=C(NC(N[C@@H](C2C3C(=CC=C(OC)C=3)N=CC=2)[C@@H]2CC3CCN2CC3)=O)C=C(C(F)(F)F)C=1.C=CC.[N+:43]([CH3:46])([O-:45])=[O:44].[C:47]([O:51][C:52](=[O:76])[C:53]1[CH:58]=[CH:57][C:56]([C:59](=[O:74])/[CH:60]=[C:61](\[C:66]2[CH:71]=[C:70]([Cl:72])[CH:69]=[C:68]([Cl:73])[CH:67]=2)/[C:62]([F:65])([F:64])[F:63])=[CH:55][C:54]=1[CH3:75])([CH3:50])([CH3:49])[CH3:48]. Product: [C:47]([O:51][C:52](=[O:76])[C:53]1[CH:58]=[CH:57][C:56]([C:59](=[O:74])[CH2:60][C@@:61]([C:66]2[CH:71]=[C:70]([Cl:72])[CH:69]=[C:68]([Cl:73])[CH:67]=2)([CH2:46][N+:43]([O-:45])=[O:44])[C:62]([F:64])([F:63])[F:65])=[CH:55][C:54]=1[CH3:75])([CH3:50])([CH3:49])[CH3:48]. The catalyst class is: 6. (9) Reactant: [CH3:1][C:2]1[CH:7]=[C:6]([O:8][CH2:9][CH2:10][CH2:11][C:12]2[CH:17]=[CH:16][CH:15]=[CH:14][N:13]=2)[CH:5]=[CH:4][C:3]=1[C:18]1[CH:23]=[CH:22][CH:21]=[C:20]([CH2:24][O:25][C:26]2[CH:31]=[CH:30][C:29]([CH2:32][CH2:33][C:34]([O:36]C)=[O:35])=[CH:28][CH:27]=2)[CH:19]=1.[OH-].[Na+].O.C(O)(=O)CC(CC(O)=O)(C(O)=O)O. Product: [CH3:1][C:2]1[CH:7]=[C:6]([O:8][CH2:9][CH2:10][CH2:11][C:12]2[CH:17]=[CH:16][CH:15]=[CH:14][N:13]=2)[CH:5]=[CH:4][C:3]=1[C:18]1[CH:23]=[CH:22][CH:21]=[C:20]([CH2:24][O:25][C:26]2[CH:27]=[CH:28][C:29]([CH2:32][CH2:33][C:34]([OH:36])=[O:35])=[CH:30][CH:31]=2)[CH:19]=1. The catalyst class is: 111. (10) Reactant: C1(C(C2C=CC=CC=2)[N:8]2[CH2:11][CH:10]([N:12]3[CH2:17][CH2:16][N:15]([C:18]([C:20]4[CH:25]=[CH:24][CH:23]=[CH:22][CH:21]=4)=[O:19])[CH2:14][CH:13]3[CH2:26][OH:27])[CH2:9]2)C=CC=CC=1.Cl. Product: [NH:8]1[CH2:11][CH:10]([N:12]2[CH2:17][CH2:16][N:15]([C:18]([C:20]3[CH:25]=[CH:24][CH:23]=[CH:22][CH:21]=3)=[O:19])[CH2:14][CH:13]2[CH2:26][OH:27])[CH2:9]1. The catalyst class is: 14.